Dataset: Reaction yield outcomes from USPTO patents with 853,638 reactions. Task: Predict the reaction yield, written as a fraction of the theoretical maximum amount of product (1.0 means a 100% yield; for example, 0.34 means a 34% yield). (1) The reactants are [C:1]([O:5][C:6]([NH:8][C@H:9]([C@H:13]([CH3:16])[CH2:14][CH3:15])[C:10]([OH:12])=O)=[O:7])([CH3:4])([CH3:3])[CH3:2].CN(C(ON1N=N[C:27]2[CH:28]=[CH:29][CH:30]=[N:31][C:26]1=2)=[N+](C)C)C.F[P-](F)(F)(F)(F)F.C1(N)CCCC1.CCN(CC)CC. The catalyst is C(Cl)Cl. The product is [CH:26]1([NH:31][C:10](=[O:12])[C@H:9]([NH:8][C:6](=[O:7])[O:5][C:1]([CH3:2])([CH3:3])[CH3:4])[C@H:13]([CH3:16])[CH2:14][CH3:15])[CH2:27][CH2:28][CH2:29][CH2:30]1. The yield is 0.870. (2) The reactants are [F:1][C:2]1[C:23]([F:24])=[CH:22][CH:21]=[CH:20][C:3]=1[O:4][C:5]1[CH:10]=[CH:9][N:8]([CH:11]([CH2:15][CH:16]([CH3:18])[CH3:17])[C:12](O)=[O:13])[C:7](=[O:19])[CH:6]=1.C(N(CC)C(C)C)(C)C.[CH3:34][N:35]1[CH:39]=[CH:38][C:37]([NH2:40])=[N:36]1. The catalyst is CN(C)C=O.C(OCC)(=O)C. The product is [CH3:34][N:35]1[CH:39]=[CH:38][C:37]([NH:40][C:12](=[O:13])[CH:11]([N:8]2[CH:9]=[CH:10][C:5]([O:4][C:3]3[CH:20]=[CH:21][CH:22]=[C:23]([F:24])[C:2]=3[F:1])=[CH:6][C:7]2=[O:19])[CH2:15][CH:16]([CH3:18])[CH3:17])=[N:36]1. The yield is 0.760. (3) The reactants are [Cl:1][C:2]1[CH:3]=[CH:4][C:5]([CH3:9])=[C:6]([CH:8]=1)[NH2:7].[N:10]([O-])=O.[Na+].O.O.[Sn](Cl)(Cl)(Cl)Cl. The catalyst is O.Cl. The product is [ClH:1].[Cl:1][C:2]1[CH:3]=[CH:4][C:5]([CH3:9])=[C:6]([NH:7][NH2:10])[CH:8]=1. The yield is 0.760. (4) The reactants are [Cl:1][C:2]1[CH:7]=[C:6]([F:8])[CH:5]=[CH:4][C:3]=1[NH:9][C:10]1[N:15]2[N:16]=[CH:17][C:18]([C:19](O)=[O:20])=[C:14]2[N:13]=[CH:12][C:11]=1[C:22]([N:24]1[CH2:29][CH2:28][CH:27]([C:30]2[CH:35]=[CH:34][CH:33]=[CH:32][CH:31]=2)[CH2:26][CH2:25]1)=[O:23].[CH2:36]([S:38]([NH2:41])(=[O:40])=[O:39])[CH3:37]. No catalyst specified. The product is [Cl:1][C:2]1[CH:7]=[C:6]([F:8])[CH:5]=[CH:4][C:3]=1[NH:9][C:10]1[N:15]2[N:16]=[CH:17][C:18]([C:19]([NH:41][S:38]([CH2:36][CH3:37])(=[O:40])=[O:39])=[O:20])=[C:14]2[N:13]=[CH:12][C:11]=1[C:22]([N:24]1[CH2:25][CH2:26][CH:27]([C:30]2[CH:35]=[CH:34][CH:33]=[CH:32][CH:31]=2)[CH2:28][CH2:29]1)=[O:23]. The yield is 0.390.